From a dataset of Peptide-MHC class II binding affinity with 134,281 pairs from IEDB. Regression. Given a peptide amino acid sequence and an MHC pseudo amino acid sequence, predict their binding affinity value. This is MHC class II binding data. (1) The peptide sequence is IEENGSMRVFVDVIR. The MHC is DRB1_1201 with pseudo-sequence DRB1_1201. The binding affinity (normalized) is 0.347. (2) The peptide sequence is GELQIVDKIDAAFKY. The MHC is DRB1_1501 with pseudo-sequence DRB1_1501. The binding affinity (normalized) is 0.391. (3) The peptide sequence is LRLFDYNKNAIKTLN. The MHC is DRB1_0301 with pseudo-sequence DRB1_0301. The binding affinity (normalized) is 0.366. (4) The peptide sequence is AVGLRVVCAKYA. The MHC is DRB1_1302 with pseudo-sequence DRB1_1302. The binding affinity (normalized) is 0.296. (5) The binding affinity (normalized) is 0.406. The peptide sequence is VCGMFTNRSGSQQ. The MHC is H-2-IAd with pseudo-sequence H-2-IAd. (6) The peptide sequence is NRNNTFKPFAEYKSD. The MHC is DRB1_0405 with pseudo-sequence DRB1_0405. The binding affinity (normalized) is 0.236. (7) The peptide sequence is AAYKLAYKTAEGATP. The MHC is HLA-DQA10104-DQB10503 with pseudo-sequence HLA-DQA10104-DQB10503. The binding affinity (normalized) is 0.327.